Dataset: Forward reaction prediction with 1.9M reactions from USPTO patents (1976-2016). Task: Predict the product of the given reaction. (1) Given the reactants [CH2:1]([N:8](C)[C:9]1[CH:14]=[C:13]([C:15]2[CH:20]=[CH:19][C:18]([NH:21][C:22](=[O:36])[C@H:23]([NH:28][C:29](=[O:35])[O:30][C:31]([CH3:34])([CH3:33])[CH3:32])[CH2:24][CH:25]([CH3:27])[CH3:26])=[CH:17][C:16]=2[O:37][CH3:38])[CH:12]=[CH:11][N:10]=1)C1C=CC=CC=1.C([O-])=O.[NH4+], predict the reaction product. The product is: [CH3:38][O:37][C:16]1[CH:17]=[C:18]([NH:21][C:22](=[O:36])[C@H:23]([NH:28][C:29](=[O:35])[O:30][C:31]([CH3:34])([CH3:33])[CH3:32])[CH2:24][CH:25]([CH3:27])[CH3:26])[CH:19]=[CH:20][C:15]=1[C:13]1[CH:12]=[CH:11][N:10]=[C:9]([NH:8][CH3:1])[CH:14]=1. (2) The product is: [Cl:1][C:2]1[CH:7]=[CH:6][C:5]([C:8](=[O:20])[C:9]2[CH:10]=[CH:11][C:12]([O:15][CH2:16][CH2:17][CH2:18][CH3:19])=[CH:13][CH:14]=2)=[CH:4][C:3]=1[S:21]([NH2:24])(=[O:23])=[O:22]. Given the reactants [Cl:1][C:2]1[CH:7]=[CH:6][C:5]([CH:8]([OH:20])[C:9]2[CH:14]=[CH:13][C:12]([O:15][CH2:16][CH2:17][CH2:18][CH3:19])=[CH:11][CH:10]=2)=[CH:4][C:3]=1[S:21]([NH2:24])(=[O:23])=[O:22].CC(C)=O.OS(O)(=O)=O.O=[Cr](=O)=O, predict the reaction product. (3) Given the reactants [CH3:1][O:2][N:3]=[CH:4][C:5]1[CH:10]=[CH:9][C:8]([N+:11]([O-:13])=[O:12])=[C:7]([OH:14])[CH:6]=1.N1C=CN=C1.[CH:20]([Si:23](Cl)([CH:27]([CH3:29])[CH3:28])[CH:24]([CH3:26])[CH3:25])([CH3:22])[CH3:21].C(OCC)(=O)C, predict the reaction product. The product is: [CH3:1][O:2][N:3]=[CH:4][C:5]1[CH:10]=[CH:9][C:8]([N+:11]([O-:13])=[O:12])=[C:7]([O:14][Si:23]([CH:27]([CH3:29])[CH3:28])([CH:24]([CH3:26])[CH3:25])[CH:20]([CH3:22])[CH3:21])[CH:6]=1. (4) Given the reactants [F:8][C:7]([F:10])([F:9])[C:6](O[C:6](=[O:11])[C:7]([F:10])([F:9])[F:8])=[O:11].[NH2:14][CH2:15][C@@H:16]1[O:20][C:19](=[O:21])[N:18]([C:22]2[CH:27]=[CH:26][C:25]([CH:28]3[CH2:33][CH2:32][S:31](=O)[CH2:30][CH2:29]3)=[C:24]([F:35])[CH:23]=2)[CH2:17]1.CN1CCOCC1, predict the reaction product. The product is: [S:31]1[CH:30]=[CH:29][CH:28]([C:25]2[CH:26]=[CH:27][C:22]([N:18]3[CH2:17][C@H:16]([CH2:15][NH:14][C:6](=[O:11])[C:7]([F:8])([F:9])[F:10])[O:20][C:19]3=[O:21])=[CH:23][C:24]=2[F:35])[CH2:33][CH2:32]1. (5) Given the reactants C[O:2][C:3]1[CH:4]=[C:5]([CH:26]=[CH2:27])[C:6]2[O:10][C:9]([C:11]3[CH:16]=[CH:15][C:14]([O:17]C)=[CH:13][CH:12]=3)=[C:8]([C:19]3[CH:24]=[CH:23][CH:22]=[CH:21][CH:20]=3)[C:7]=2[CH:25]=1.C1CCCCC=1.B(Br)(Br)Br, predict the reaction product. The product is: [OH:17][C:14]1[CH:13]=[CH:12][C:11]([C:9]2[O:10][C:6]3[C:5]([CH:26]=[CH2:27])=[CH:4][C:3]([OH:2])=[CH:25][C:7]=3[C:8]=2[C:19]2[CH:20]=[CH:21][CH:22]=[CH:23][CH:24]=2)=[CH:16][CH:15]=1. (6) Given the reactants [H-].[H-].[H-].[H-].[Li+].[Al+3].C1COCC1.O[C:13]1[CH:14]=[C:15]2[C:19](=[CH:20][CH:21]=1)[NH:18][CH:17]=[C:16]2[CH2:22][C:23](O)=[O:24], predict the reaction product. The product is: [OH:24][CH2:23][CH2:22][C:16]1[C:15]2[C:19](=[CH:20][CH:21]=[CH:13][CH:14]=2)[NH:18][CH:17]=1. (7) Given the reactants [OH:1][C:2]1[CH:3]=[C:4]([CH:9]=[CH:10][N:11]=1)[C:5]([O:7][CH3:8])=[O:6].Br[CH:13]([CH3:15])[CH3:14].C(=O)([O-])[O-].[K+].[K+], predict the reaction product. The product is: [CH:13]([N:11]1[CH:10]=[CH:9][C:4]([C:5]([O:7][CH3:8])=[O:6])=[CH:3][C:2]1=[O:1])([CH3:15])[CH3:14].